From a dataset of Full USPTO retrosynthesis dataset with 1.9M reactions from patents (1976-2016). Predict the reactants needed to synthesize the given product. Given the product [ClH:1].[Cl:1][C:2]1[CH:3]=[CH:4][C:5]([O:11][CH2:12][C:13]2[CH:14]=[CH:15][CH:16]=[CH:17][CH:18]=2)=[C:6]([CH2:8][C:9](=[NH:10])[O:20][CH3:19])[CH:7]=1, predict the reactants needed to synthesize it. The reactants are: [Cl:1][C:2]1[CH:3]=[CH:4][C:5]([O:11][CH2:12][C:13]2[CH:18]=[CH:17][CH:16]=[CH:15][CH:14]=2)=[C:6]([CH2:8][C:9]#[N:10])[CH:7]=1.[CH3:19][OH:20].